Dataset: Full USPTO retrosynthesis dataset with 1.9M reactions from patents (1976-2016). Task: Predict the reactants needed to synthesize the given product. Given the product [C:12]([C:2]1[S:3][CH:4]=[CH:5][C:6]=1[C:7]([O:9][CH3:10])=[O:8])#[N:13], predict the reactants needed to synthesize it. The reactants are: Br[C:2]1[S:3][CH:4]=[CH:5][C:6]=1[C:7]([O:9][CH3:10])=[O:8].[Cu](C#N)[C:12]#[N:13].